The task is: Regression. Given two drug SMILES strings and cell line genomic features, predict the synergy score measuring deviation from expected non-interaction effect.. This data is from Merck oncology drug combination screen with 23,052 pairs across 39 cell lines. (1) Drug 1: O=C(CCCCCCC(=O)Nc1ccccc1)NO. Drug 2: Cn1nnc2c(C(N)=O)ncn2c1=O. Cell line: OV90. Synergy scores: synergy=12.8. (2) Drug 1: CN1C(=O)C=CC2(C)C3CCC4(C)C(NC(=O)OCC(F)(F)F)CCC4C3CCC12. Drug 2: C#Cc1cccc(Nc2ncnc3cc(OCCOC)c(OCCOC)cc23)c1. Cell line: ES2. Synergy scores: synergy=13.6. (3) Drug 1: O=c1[nH]cc(F)c(=O)[nH]1. Drug 2: O=C(NOCC(O)CO)c1ccc(F)c(F)c1Nc1ccc(I)cc1F. Cell line: COLO320DM. Synergy scores: synergy=3.68. (4) Drug 1: O=P1(N(CCCl)CCCl)NCCCO1. Drug 2: C=CCn1c(=O)c2cnc(Nc3ccc(N4CCN(C)CC4)cc3)nc2n1-c1cccc(C(C)(C)O)n1. Cell line: DLD1. Synergy scores: synergy=6.08.